From a dataset of Peptide-MHC class I binding affinity with 185,985 pairs from IEDB/IMGT. Regression. Given a peptide amino acid sequence and an MHC pseudo amino acid sequence, predict their binding affinity value. This is MHC class I binding data. (1) The peptide sequence is EWIEFTNFK. The MHC is HLA-A33:01 with pseudo-sequence HLA-A33:01. The binding affinity (normalized) is 0.612. (2) The peptide sequence is KVADLGLSR. The MHC is HLA-A11:01 with pseudo-sequence HLA-A11:01. The binding affinity (normalized) is 0.831.